Dataset: Reaction yield outcomes from USPTO patents with 853,638 reactions. Task: Predict the reaction yield, written as a fraction of the theoretical maximum amount of product (1.0 means a 100% yield; for example, 0.34 means a 34% yield). (1) The reactants are [NH:1]1[C:9]2[C:4](=[CH:5][CH:6]=[CH:7][CH:8]=2)[CH:3]=[C:2]1[CH:10]=O.[NH:12]1[C:16]2[CH:17]=[CH:18][CH:19]=[CH:20][C:15]=2[N:14]=[C:13]1[CH2:21][N:22]([CH:28]1[C:37]2[N:36]=[CH:35][CH:34]=[CH:33][C:32]=2[CH2:31][CH2:30][CH2:29]1)[CH2:23][CH2:24][CH2:25][CH2:26][NH2:27].[BH4-].[Na+]. The catalyst is CO. The product is [NH:12]1[C:16]2[CH:17]=[CH:18][CH:19]=[CH:20][C:15]=2[N:14]=[C:13]1[CH2:21][N:22]([CH:28]1[C:37]2[N:36]=[CH:35][CH:34]=[CH:33][C:32]=2[CH2:31][CH2:30][CH2:29]1)[CH2:23][CH2:24][CH2:25][CH2:26][NH:27][CH2:10][C:2]1[NH:1][C:9]2[C:4]([CH:3]=1)=[CH:5][CH:6]=[CH:7][CH:8]=2. The yield is 0.530. (2) The reactants are [F:1][C:2]1[CH:3]=[C:4]([NH2:32])[CH:5]=[CH:6][C:7]=1[O:8][C:9]1[C:18]2[C:13](=[CH:14][C:15]([O:21][CH2:22][CH:23]3[CH2:31][CH:26]4[CH2:27][N:28]([CH3:30])[CH2:29][CH:25]4[CH2:24]3)=[C:16]([O:19][CH3:20])[CH:17]=2)[N:12]=[CH:11][CH:10]=1.C1(C)C=CC=CC=1.[C:40]1([CH2:46][C:47]([N:49]=[C:50]=[S:51])=[O:48])[CH:45]=[CH:44][CH:43]=[CH:42][CH:41]=1. The catalyst is C(O)C. The product is [F:1][C:2]1[CH:3]=[C:4]([NH:32][C:50]([NH:49][C:47](=[O:48])[CH2:46][C:40]2[CH:41]=[CH:42][CH:43]=[CH:44][CH:45]=2)=[S:51])[CH:5]=[CH:6][C:7]=1[O:8][C:9]1[C:18]2[C:13](=[CH:14][C:15]([O:21][CH2:22][CH:23]3[CH2:24][CH:25]4[CH2:29][N:28]([CH3:30])[CH2:27][CH:26]4[CH2:31]3)=[C:16]([O:19][CH3:20])[CH:17]=2)[N:12]=[CH:11][CH:10]=1. The yield is 0.500. (3) The reactants are O[CH:2]=[C:3]1[C:11]2[C:6](=[CH:7][C:8]([C:12]([C:14]3[CH:15]=[C:16]([NH:20][C:21]([C:23]4[CH:27]=[C:26]([CH3:28])[N:25]([C:29]([CH3:32])([CH3:31])[CH3:30])[N:24]=4)=[O:22])[CH:17]=[CH:18][CH:19]=3)=[O:13])=[CH:9][CH:10]=2)[NH:5][C:4]1=[O:33].[CH3:34][N:35]1[CH2:40][CH2:39][N:38]([C:41]2[CH:46]=[CH:45][C:44]([NH2:47])=[CH:43][CH:42]=2)[CH2:37][CH2:36]1. The catalyst is C1COCC1. The product is [CH3:34][N:35]1[CH2:36][CH2:37][N:38]([C:41]2[CH:46]=[CH:45][C:44]([NH:47][CH:2]=[C:3]3[C:11]4[C:6](=[CH:7][C:8]([C:12]([C:14]5[CH:15]=[C:16]([NH:20][C:21]([C:23]6[CH:27]=[C:26]([CH3:28])[N:25]([C:29]([CH3:32])([CH3:30])[CH3:31])[N:24]=6)=[O:22])[CH:17]=[CH:18][CH:19]=5)=[O:13])=[CH:9][CH:10]=4)[NH:5][C:4]3=[O:33])=[CH:43][CH:42]=2)[CH2:39][CH2:40]1. The yield is 0.380. (4) The catalyst is ClCCl.CCCCCCC. The yield is 0.970. The reactants are [OH:1][C:2]1[CH:9]=[CH:8][C:5]([CH2:6][OH:7])=[CH:4][CH:3]=1.C(N([CH2:15][CH3:16])CC)C.[C:17](O[C:17](=[O:20])[CH2:18][CH3:19])(=[O:20])[CH2:18][CH3:19].[C:26](OCC)(=[O:28])C. The product is [C:17]([O:7][CH2:6][C:5]1[CH:8]=[CH:9][C:2]([O:1][C:26](=[O:28])[CH2:15][CH3:16])=[CH:3][CH:4]=1)(=[O:20])[CH2:18][CH3:19]. (5) The reactants are [CH2:1]([O:3][C:4]1[C:7](=[O:8])[C:6](=[O:9])[C:5]=1[NH:10][C:11]1[C:12]([OH:31])=[C:13]([CH:28]=[CH:29][CH:30]=1)[C:14]([N:16]1[CH2:20][CH2:19][CH2:18][C@@H:17]1[C:21]([O:23]C(C)(C)C)=[O:22])=[O:15])[CH3:2].C(OCC)C. The catalyst is FC(F)(F)C(O)=O. The product is [CH2:1]([O:3][C:4]1[C:7](=[O:8])[C:6](=[O:9])[C:5]=1[NH:10][C:11]1[C:12]([OH:31])=[C:13]([CH:28]=[CH:29][CH:30]=1)[C:14]([N:16]1[CH2:20][CH2:19][CH2:18][C@@H:17]1[C:21]([OH:23])=[O:22])=[O:15])[CH3:2]. The yield is 0.860. (6) The reactants are [H-].[Al+3].[Li+].[H-].[H-].[H-].[C:7]([C:11]1[CH:16]=[CH:15][C:14]([C:17]2[S:18][C:19]([C:22](OC)=[O:23])=[CH:20][N:21]=2)=[CH:13][CH:12]=1)([CH3:10])([CH3:9])[CH3:8].O.O.O.O.O.O.O.O.O.O.S([O-])([O-])(=O)=O.[Mg+2]. The catalyst is O1CCCC1. The product is [C:7]([C:11]1[CH:12]=[CH:13][C:14]([C:17]2[S:18][C:19]([CH2:22][OH:23])=[CH:20][N:21]=2)=[CH:15][CH:16]=1)([CH3:10])([CH3:8])[CH3:9]. The yield is 1.00. (7) The reactants are [F:1][C:2]([F:14])([F:13])[C:3]([C:5]1[S:9][C:8]([C:10]([OH:12])=O)=[CH:7][CH:6]=1)=[O:4].N=C=N.[CH3:18][NH:19][CH2:20][C:21]1[CH:30]=[C:29]2[C:24]([CH:25]=[CH:26][CH:27]=[N:28]2)=[CH:23][CH:22]=1.C(=O)([O-])[O-].[N-]=C=O. The catalyst is C(Cl)Cl. The product is [CH3:18][N:19]([CH2:20][C:21]1[CH:30]=[C:29]2[C:24]([CH:25]=[CH:26][CH:27]=[N:28]2)=[CH:23][CH:22]=1)[C:10]([C:8]1[S:9][C:5]([C:3](=[O:4])[C:2]([F:1])([F:14])[F:13])=[CH:6][CH:7]=1)=[O:12]. The yield is 0.300. (8) The reactants are [Na:1].[CH3:2][C:3]1[C:4]([CH2:20][S:21]([C:23]2[NH:27][C:26]3[CH:28]=[CH:29][CH:30]=[CH:31][C:25]=3[N:24]=2)=[O:22])=[N:5][CH:6]=[CH:7][C:8]=1OCCC1(CCC)OCCO1.ClC1C=C[N+]([O-])=C(C)C=1C.[CH2:42]([C:44]1([CH2:50][OH:51])[O:49][CH2:48][CH2:47][CH2:46][O:45]1)[CH3:43]. No catalyst specified. The product is [Na:1].[CH2:42]([C:44]1([CH2:50][O:51][C:8]2[CH:7]=[CH:6][N:5]=[C:4]([CH2:20][S:21]([C:23]3[NH:27][C:26]4[CH:28]=[CH:29][CH:30]=[CH:31][C:25]=4[N:24]=3)=[O:22])[C:3]=2[CH3:2])[O:49][CH2:48][CH2:47][CH2:46][O:45]1)[CH3:43]. The yield is 0.0960.